From a dataset of Full USPTO retrosynthesis dataset with 1.9M reactions from patents (1976-2016). Predict the reactants needed to synthesize the given product. (1) The reactants are: Br[C:2]1[CH:7]=[CH:6][C:5]([C:8]([F:11])([F:10])[F:9])=[CH:4][C:3]=1[S:12][CH2:13][CH3:14].[B:15]1([B:15]2[O:19][C:18]([CH3:21])([CH3:20])[C:17]([CH3:23])([CH3:22])[O:16]2)[O:19][C:18]([CH3:21])([CH3:20])[C:17]([CH3:23])([CH3:22])[O:16]1.C1(P(C2CCCCC2)C2CCCCC2)CCCCC1.C([O-])(=O)C.[K+]. Given the product [CH2:13]([S:12][C:3]1[CH:4]=[C:5]([C:8]([F:11])([F:10])[F:9])[CH:6]=[CH:7][C:2]=1[B:15]1[O:19][C:18]([CH3:21])([CH3:20])[C:17]([CH3:23])([CH3:22])[O:16]1)[CH3:14], predict the reactants needed to synthesize it. (2) The reactants are: [O:1]([CH2:11][CH:12]=[CH2:13])[CH:2]1[O:8][C@H:7]([CH2:9][OH:10])[C@@H:5]([OH:6])[C@H:3]1[OH:4].[C:14]1(C)[C:15]([S:20](Cl)(=[O:22])=[O:21])=[CH:16][CH:17]=[CH:18][CH:19]=1.N1C=CC=C[CH:26]=1. Given the product [C:18]1([CH3:26])[CH:19]=[CH:14][C:15]([S:20]([O:10][CH2:9][C@H:7]2[O:8][CH:2]([O:1][CH2:11][CH:12]=[CH2:13])[C@H:3]([OH:4])[C@@H:5]2[OH:6])(=[O:21])=[O:22])=[CH:16][CH:17]=1, predict the reactants needed to synthesize it. (3) Given the product [Cl:1][C:2]1[CH:10]=[CH:9][CH:8]=[C:7]2[C:3]=1[CH:4]=[C:5]([C:18](=[O:19])[CH3:24])[N:6]2[C:11]1[CH:16]=[CH:15][CH:14]=[C:13]([F:17])[CH:12]=1, predict the reactants needed to synthesize it. The reactants are: [Cl:1][C:2]1[CH:10]=[CH:9][CH:8]=[C:7]2[C:3]=1[CH:4]=[C:5]([C:18](N(OC)C)=[O:19])[N:6]2[C:11]1[CH:16]=[CH:15][CH:14]=[C:13]([F:17])[CH:12]=1.[CH3:24][Mg]Br. (4) Given the product [Cl:29][C:25]1[CH:26]=[CH:27][CH:28]=[C:2]([Cl:1])[C:3]=1[C:4]([NH:6][C@H:7]([C:21]([OH:23])=[O:22])[CH2:8][C:9]1[CH:14]=[CH:13][C:12]([C:15]2[CH2:16][CH2:17][N:18]([S:36]([C:30]3[CH:35]=[CH:34][CH:33]=[CH:32][CH:31]=3)(=[O:38])=[O:37])[CH2:19][CH:20]=2)=[CH:11][CH:10]=1)=[O:5], predict the reactants needed to synthesize it. The reactants are: [Cl:1][C:2]1[CH:28]=[CH:27][CH:26]=[C:25]([Cl:29])[C:3]=1[C:4]([NH:6][C@H:7]([C:21]([O:23]C)=[O:22])[CH2:8][C:9]1[CH:14]=[CH:13][C:12]([C:15]2[CH2:16][CH2:17][NH:18][CH2:19][CH:20]=2)=[CH:11][CH:10]=1)=[O:5].[C:30]1([S:36](Cl)(=[O:38])=[O:37])[CH:35]=[CH:34][CH:33]=[CH:32][CH:31]=1. (5) Given the product [C:12]([O:16][C:17](=[O:27])[NH:18][CH2:19][CH2:20][CH:21]1[CH2:22][CH2:23][N:24]([C:4](=[O:6])[C:3]2[CH:7]=[CH:8][C:9]([OH:11])=[CH:10][C:2]=2[OH:1])[CH2:25][CH2:26]1)([CH3:15])([CH3:13])[CH3:14], predict the reactants needed to synthesize it. The reactants are: [OH:1][C:2]1[CH:10]=[C:9]([OH:11])[CH:8]=[CH:7][C:3]=1[C:4]([OH:6])=O.[C:12]([O:16][C:17](=[O:27])[NH:18][CH2:19][CH2:20][CH:21]1[CH2:26][CH2:25][NH:24][CH2:23][CH2:22]1)([CH3:15])([CH3:14])[CH3:13]. (6) The reactants are: Cl[C:2]1[N:7]=[CH:6][N:5]=[C:4]2[NH:8][N:9]=[CH:10][C:3]=12.[NH:11]1[CH2:16][CH2:15][O:14][CH2:13][CH2:12]1. Given the product [NH:8]1[C:4]2=[N:5][CH:6]=[N:7][C:2]([N:11]3[CH2:16][CH2:15][O:14][CH2:13][CH2:12]3)=[C:3]2[CH:10]=[N:9]1, predict the reactants needed to synthesize it. (7) Given the product [CH3:19][C:16]1([CH3:20])[CH2:17][C:18]2[N:10]([C:8]3[CH:7]=[CH:6][C:3]([C:4]#[N:5])=[C:2]([NH:35][CH:36]4[CH2:41][CH2:40][O:39][CH2:38][CH2:37]4)[CH:9]=3)[N:11]=[C:12]([CH2:22][C:23]3[CH:28]=[CH:27][CH:26]=[CH:25][N:24]=3)[C:13]=2[C:14](=[O:21])[CH2:15]1, predict the reactants needed to synthesize it. The reactants are: Br[C:2]1[CH:9]=[C:8]([N:10]2[C:18]3[CH2:17][C:16]([CH3:20])([CH3:19])[CH2:15][C:14](=[O:21])[C:13]=3[C:12]([CH2:22][C:23]3[CH:28]=[CH:27][CH:26]=[CH:25][N:24]=3)=[N:11]2)[CH:7]=[CH:6][C:3]=1[C:4]#[N:5].CC([O-])(C)C.[Na+].[NH2:35][CH:36]1[CH2:41][CH2:40][O:39][CH2:38][CH2:37]1.